This data is from NCI-60 drug combinations with 297,098 pairs across 59 cell lines. The task is: Regression. Given two drug SMILES strings and cell line genomic features, predict the synergy score measuring deviation from expected non-interaction effect. (1) Drug 1: CCC(=C(C1=CC=CC=C1)C2=CC=C(C=C2)OCCN(C)C)C3=CC=CC=C3.C(C(=O)O)C(CC(=O)O)(C(=O)O)O. Drug 2: C1CN(P(=O)(OC1)NCCCl)CCCl. Cell line: SF-268. Synergy scores: CSS=-1.06, Synergy_ZIP=-0.668, Synergy_Bliss=-2.90, Synergy_Loewe=-1.79, Synergy_HSA=-2.81. (2) Drug 1: CC1C(C(CC(O1)OC2CC(OC(C2O)C)OC3=CC4=CC5=C(C(=O)C(C(C5)C(C(=O)C(C(C)O)O)OC)OC6CC(C(C(O6)C)O)OC7CC(C(C(O7)C)O)OC8CC(C(C(O8)C)O)(C)O)C(=C4C(=C3C)O)O)O)O. Drug 2: CCC1(C2=C(COC1=O)C(=O)N3CC4=CC5=C(C=CC(=C5CN(C)C)O)N=C4C3=C2)O.Cl. Cell line: PC-3. Synergy scores: CSS=46.0, Synergy_ZIP=-2.36, Synergy_Bliss=0.955, Synergy_Loewe=-3.75, Synergy_HSA=0.354. (3) Drug 1: CCCCCOC(=O)NC1=NC(=O)N(C=C1F)C2C(C(C(O2)C)O)O. Drug 2: COCCOC1=C(C=C2C(=C1)C(=NC=N2)NC3=CC=CC(=C3)C#C)OCCOC.Cl. Cell line: COLO 205. Synergy scores: CSS=2.27, Synergy_ZIP=-0.543, Synergy_Bliss=-1.49, Synergy_Loewe=-5.97, Synergy_HSA=-5.70. (4) Drug 1: C1CN1C2=NC(=NC(=N2)N3CC3)N4CC4. Drug 2: C1=CC(=CC=C1CC(C(=O)O)N)N(CCCl)CCCl.Cl. Cell line: OVCAR3. Synergy scores: CSS=26.4, Synergy_ZIP=-9.36, Synergy_Bliss=-7.50, Synergy_Loewe=-29.8, Synergy_HSA=-4.68. (5) Drug 1: CCN(CC)CCNC(=O)C1=C(NC(=C1C)C=C2C3=C(C=CC(=C3)F)NC2=O)C. Synergy scores: CSS=65.2, Synergy_ZIP=16.4, Synergy_Bliss=16.0, Synergy_Loewe=22.0, Synergy_HSA=23.6. Drug 2: CC1CCC2CC(C(=CC=CC=CC(CC(C(=O)C(C(C(=CC(C(=O)CC(OC(=O)C3CCCCN3C(=O)C(=O)C1(O2)O)C(C)CC4CCC(C(C4)OC)OP(=O)(C)C)C)C)O)OC)C)C)C)OC. Cell line: HT29. (6) Drug 1: C1=CC(=C2C(=C1NCCNCCO)C(=O)C3=C(C=CC(=C3C2=O)O)O)NCCNCCO. Drug 2: CCC1=C2CN3C(=CC4=C(C3=O)COC(=O)C4(CC)O)C2=NC5=C1C=C(C=C5)O. Cell line: A498. Synergy scores: CSS=36.4, Synergy_ZIP=-6.98, Synergy_Bliss=-4.37, Synergy_Loewe=-1.68, Synergy_HSA=0.689.